This data is from Catalyst prediction with 721,799 reactions and 888 catalyst types from USPTO. The task is: Predict which catalyst facilitates the given reaction. (1) Reactant: [Br:1][C:2]1[C:3]2[C:8]([C:9](Br)=[C:10]3[C:15]=1[CH:14]=[CH:13][CH:12]=[CH:11]3)=[CH:7][CH:6]=[CH:5][CH:4]=2.CC1(C)C(C)(C)OB([C:25]2[C:34]3[C:29](=[CH:30][CH:31]=[CH:32][CH:33]=3)[C:28]([C:35]3[S:36][CH:37]=[CH:38][CH:39]=3)=[CH:27][CH:26]=2)O1.C([O-])([O-])=O.[Na+].[Na+].CCO. Product: [Br:1][C:2]1[C:3]2[C:8](=[CH:7][CH:6]=[CH:5][CH:4]=2)[C:9]([C:25]2[C:34]3[C:29](=[CH:30][CH:31]=[CH:32][CH:33]=3)[C:28]([C:35]3[S:36][CH:37]=[CH:38][CH:39]=3)=[CH:27][CH:26]=2)=[C:10]2[C:15]=1[CH:14]=[CH:13][CH:12]=[CH:11]2. The catalyst class is: 206. (2) Reactant: [Cl-].[CH3:2][Zn+].Br[C:5]1[C:6]([N:23]2[CH2:28][CH2:27][N:26]([C:29]([O:31][C:32]([CH3:35])([CH3:34])[CH3:33])=[O:30])[CH2:25][CH2:24]2)=[C:7]2[CH:13]=[N:12][N:11]([CH2:14][C:15]3[CH:20]=[CH:19][C:18]([O:21][CH3:22])=[CH:17][CH:16]=3)[C:8]2=[N:9][CH:10]=1.[NH4+].[Cl-]. Product: [CH3:22][O:21][C:18]1[CH:17]=[CH:16][C:15]([CH2:14][N:11]2[C:8]3=[N:9][CH:10]=[C:5]([CH3:2])[C:6]([N:23]4[CH2:28][CH2:27][N:26]([C:29]([O:31][C:32]([CH3:33])([CH3:35])[CH3:34])=[O:30])[CH2:25][CH2:24]4)=[C:7]3[CH:13]=[N:12]2)=[CH:20][CH:19]=1. The catalyst class is: 176. (3) Reactant: [Cl:1][C:2]1[CH:7]=[CH:6][C:5]([C:8](=[O:14])[CH2:9][CH2:10][C:11]([OH:13])=[O:12])=[CH:4][C:3]=1[S:15](=[O:24])(=[O:23])[NH:16]C1CCCCC1.N. Product: [Cl:1][C:2]1[CH:7]=[CH:6][C:5]([C:8](=[O:14])[CH2:9][CH2:10][C:11]([OH:13])=[O:12])=[CH:4][C:3]=1[S:15](=[O:23])(=[O:24])[NH2:16]. The catalyst class is: 5.